Dataset: Reaction yield outcomes from USPTO patents with 853,638 reactions. Task: Predict the reaction yield, written as a fraction of the theoretical maximum amount of product (1.0 means a 100% yield; for example, 0.34 means a 34% yield). (1) The reactants are [CH2:1]([O:3][C:4](=[O:21])[C:5]([C:10]1[CH:15]=[CH:14][C:13]([NH2:16])=[C:12]([NH:17][CH3:18])[C:11]=1[C:19]#[N:20])([CH3:9])[C:6](=[O:8])[CH3:7])[CH3:2].C1COCC1.[F:27][C:28]1[CH:33]=[CH:32][C:31]([N:34]=[C:35]=S)=[C:30]([CH3:37])[CH:29]=1.NC(N)=S. The catalyst is CN(C1C=CN=CC=1)C.C(OCC)C. The product is [CH2:1]([O:3][C:4](=[O:21])[C:5]([C:10]1[CH:15]=[CH:14][C:13]2[N:16]=[C:35]([NH:34][C:31]3[CH:32]=[CH:33][C:28]([F:27])=[CH:29][C:30]=3[CH3:37])[N:17]([CH3:18])[C:12]=2[C:11]=1[C:19]#[N:20])([CH3:9])[C:6](=[O:8])[CH3:7])[CH3:2]. The yield is 0.520. (2) The reactants are [CH3:1][O:2][C:3]1[CH:4]=[C:5]([C:9]2[CH:15]3[CH2:16][CH:12]([CH2:13][NH:14]3)[CH2:11][CH:10]=2)[CH:6]=[N:7][CH:8]=1.[CH2:17]=O. The catalyst is C(O)=O. The product is [CH3:17][N:14]1[CH2:13][CH:12]2[CH2:16][CH:15]1[C:9]([C:5]1[CH:6]=[N:7][CH:8]=[C:3]([O:2][CH3:1])[CH:4]=1)=[CH:10][CH2:11]2. The yield is 0.560. (3) The reactants are Br[C:2]1[CH:24]=[C:23]([F:25])[CH:22]=[CH:21][C:3]=1[O:4][CH2:5][C:6]([N:8]([CH:18]([CH3:20])[CH3:19])[NH:9][C:10](=[O:17])[C:11]1[CH:16]=[CH:15][CH:14]=[CH:13][CH:12]=1)=[O:7].C([O-])([O-])=O.[Na+].[Na+].[F:32][C:33]([F:45])([F:44])[O:34][C:35]1[CH:40]=[CH:39][CH:38]=[CH:37][C:36]=1B(O)O. The catalyst is COCCOC. The product is [F:25][C:23]1[CH:22]=[CH:21][C:3]([O:4][CH2:5][C:6]([N:8]([CH:18]([CH3:20])[CH3:19])[NH:9][C:10](=[O:17])[C:11]2[CH:16]=[CH:15][CH:14]=[CH:13][CH:12]=2)=[O:7])=[C:2]([C:36]2[CH:37]=[CH:38][CH:39]=[CH:40][C:35]=2[O:34][C:33]([F:32])([F:45])[F:44])[CH:24]=1. The yield is 0.120. (4) The reactants are Cl[CH2:2][CH2:3][C:4]1([C:14]([O:16][CH3:17])=[O:15])[CH2:9][CH2:8][CH:7]([C:10]([O:12][CH3:13])=[O:11])[CH2:6][CH2:5]1.CN(C)P(N(C)C)(N(C)C)=O.C([N-]C(C)C)(C)C.[Li+].[Cl-].[NH4+]. The catalyst is C1COCC1. The product is [C:4]12([C:14]([O:16][CH3:17])=[O:15])[CH2:9][CH2:8][C:7]([C:10]([O:12][CH3:13])=[O:11])([CH2:6][CH2:5]1)[CH2:2][CH2:3]2. The yield is 0.500. (5) The yield is 0.650. The product is [CH3:15][O:16][C:17]1[CH:22]=[CH:21][CH:20]=[CH:19][C:18]=1[C:8]1[O:12][C:11]([CH:13]=[O:14])=[CH:10][CH:9]=1. The catalyst is C(OCC)(=O)C.[Pd].C1(P(C2C=CC=CC=2)C2C=CC=CC=2)C=CC=CC=1.C1(P(C2C=CC=CC=2)C2C=CC=CC=2)C=CC=CC=1.C1(P(C2C=CC=CC=2)C2C=CC=CC=2)C=CC=CC=1.C1(P(C2C=CC=CC=2)C2C=CC=CC=2)C=CC=CC=1. The reactants are C1C=CC=CC=1.Br[C:8]1[O:12][C:11]([CH:13]=[O:14])=[CH:10][CH:9]=1.[CH3:15][O:16][C:17]1[CH:22]=[CH:21][CH:20]=[CH:19][C:18]=1B(O)O.C([O-])([O-])=O.[K+].[K+]. (6) The reactants are [NH2:1][CH2:2][C:3]1[CH:8]=[CH:7][C:6]([S:9]([N:12]([CH2:20][C:21]2[CH:26]=[CH:25][CH:24]=[CH:23][CH:22]=2)[CH2:13][C:14]2[CH:19]=[CH:18][CH:17]=[CH:16][CH:15]=2)(=[O:11])=[O:10])=[CH:5][CH:4]=1.[N:27]1[CH:32]=[CH:31][C:30]([CH:33]=O)=[CH:29][CH:28]=1.[BH4-].[Na+].C(=O)(O)[O-].[Na+]. The catalyst is CO. The product is [CH2:20]([N:12]([CH2:13][C:14]1[CH:19]=[CH:18][CH:17]=[CH:16][CH:15]=1)[S:9]([C:6]1[CH:5]=[CH:4][C:3]([CH2:2][NH:1][CH2:33][C:30]2[CH:31]=[CH:32][N:27]=[CH:28][CH:29]=2)=[CH:8][CH:7]=1)(=[O:11])=[O:10])[C:21]1[CH:22]=[CH:23][CH:24]=[CH:25][CH:26]=1. The yield is 0.680. (7) The reactants are [CH2:1]([N:3]([CH2:30][CH3:31])[CH2:4][CH2:5][NH:6][C:7]([C:9]1[C:17]2[CH2:16][CH2:15][CH2:14]/[C:13](=[C:18]3/[C:19](=[O:28])[NH:20][C:21]4[C:26]/3=[CH:25][C:24]([F:27])=[CH:23][CH:22]=4)/[C:12]=2[NH:11][C:10]=1[CH3:29])=[O:8])[CH3:2].C(#N)C.[C:35]([OH:42])(=[O:41])[CH2:36][CH2:37][C:38]([OH:40])=[O:39]. The catalyst is ClCCl. The product is [C:35]([OH:42])(=[O:41])[CH2:36][CH2:37][C:38]([OH:40])=[O:39].[CH2:30]([N:3]([CH2:1][CH3:2])[CH2:4][CH2:5][NH:6][C:7]([C:9]1[C:17]2[CH2:16][CH2:15][CH2:14]/[C:13](=[C:18]3/[C:19](=[O:28])[NH:20][C:21]4[C:26]/3=[CH:25][C:24]([F:27])=[CH:23][CH:22]=4)/[C:12]=2[NH:11][C:10]=1[CH3:29])=[O:8])[CH3:31]. The yield is 0.870.